This data is from Catalyst prediction with 721,799 reactions and 888 catalyst types from USPTO. The task is: Predict which catalyst facilitates the given reaction. (1) Reactant: C([O:8][C:9]1[CH:18]=[C:17]2[C:12]([C:13]([O:19][C:20]3[CH:25]=[CH:24][C:23]([Cl:26])=[CH:22][C:21]=3[F:27])=[N:14][CH:15]=[N:16]2)=[CH:11][C:10]=1[O:28][CH3:29])C1C=CC=CC=1.FC(F)(F)C(O)=O. Product: [Cl:26][C:23]1[CH:24]=[CH:25][C:20]([O:19][C:13]2[C:12]3[C:17](=[CH:18][C:9]([OH:8])=[C:10]([O:28][CH3:29])[CH:11]=3)[N:16]=[CH:15][N:14]=2)=[C:21]([F:27])[CH:22]=1. The catalyst class is: 11. (2) Reactant: [CH2:1]([OH:9])[CH2:2][CH2:3]CCCCC.[OH-:10].[Na+].[CH2:12]([CH:14]1[O:16][CH2:15]1)Cl.[Cl-].[Na+]. Product: [CH2:12]([O:10][CH2:3][CH:2]1[O:9][CH2:1]1)[CH:14]1[O:16][CH2:15]1. The catalyst class is: 689.